Task: Predict the reactants needed to synthesize the given product.. Dataset: Full USPTO retrosynthesis dataset with 1.9M reactions from patents (1976-2016) (1) Given the product [C:41]1([CH2:40][C@H:39]([NH:47][C:15]([C:13]2[N:12]=[N:11][N:10]([CH2:9][CH2:8][NH:7][C:5](=[O:6])[C:4]3[CH:18]=[CH:19][C:20]([C:22]([F:25])([F:24])[F:23])=[CH:21][C:3]=3[O:2][CH3:1])[CH:14]=2)=[O:17])[B:26]2[O:27][C@H:28]3[C@:33]([CH3:35])([C@H:32]4[CH2:31][C@@H:30]([CH2:29]3)[C:36]4([CH3:37])[CH3:38])[O:34]2)[CH:46]=[CH:45][CH:44]=[CH:43][CH:42]=1, predict the reactants needed to synthesize it. The reactants are: [CH3:1][O:2][C:3]1[CH:21]=[C:20]([C:22]([F:25])([F:24])[F:23])[CH:19]=[CH:18][C:4]=1[C:5]([NH:7][CH2:8][CH2:9][N:10]1[CH:14]=[C:13]([C:15]([OH:17])=O)[N:12]=[N:11]1)=[O:6].[B:26]1([C@@H:39]([NH2:47])[CH2:40][C:41]2[CH:46]=[CH:45][CH:44]=[CH:43][CH:42]=2)[O:34][C@:33]2([CH3:35])[C@@H:28]([CH2:29][C@H:30]3[C:36]([CH3:38])([CH3:37])[C@@H:32]2[CH2:31]3)[O:27]1.Cl.C(N(CC)C(C)C)(C)C.CN(C(ON1N=NC2C=CC=NC1=2)=[N+](C)C)C.F[P-](F)(F)(F)(F)F. (2) The reactants are: [F:1][C:2]1[CH:3]=[C:4]([S:12]([C:15]2([CH3:29])[CH2:20][CH2:19][O:18][CH:17]([C:21]3[CH:26]=[CH:25][C:24](SC)=[CH:23][CH:22]=3)[CH2:16]2)(=O)=[O:13])[CH:5]=[C:6]([C:8]([F:11])([F:10])[F:9])[CH:7]=1.O[O:31][S:32]([O-:34])=O.[K+].[CH2:36]1COCC1.[OH2:41]. Given the product [F:1][C:2]1[CH:3]=[C:4]([S:12]([C:15]2([CH3:29])[CH2:20][CH2:19][O:18][CH:17]([C:21]3[CH:26]=[CH:25][C:24]([S:32]([CH3:36])(=[O:34])=[O:31])=[CH:23][CH:22]=3)[CH2:16]2)(=[O:13])=[O:41])[CH:5]=[C:6]([C:8]([F:11])([F:10])[F:9])[CH:7]=1, predict the reactants needed to synthesize it. (3) Given the product [C:24]([O:28][C:29](=[O:30])[NH:31][CH2:32][CH2:33][CH2:34][CH2:35][CH2:36][C:37](=[O:38])[NH:1][C:2]1[CH:7]=[CH:6][C:5]([NH:8][C:9]([NH:11][C:12](=[O:23])[C:13]2[CH:14]=[CH:15][C:16]([C:19]([CH3:20])([CH3:22])[CH3:21])=[CH:17][CH:18]=2)=[S:10])=[CH:4][CH:3]=1)([CH3:27])([CH3:25])[CH3:26], predict the reactants needed to synthesize it. The reactants are: [NH2:1][C:2]1[CH:7]=[CH:6][C:5]([NH:8][C:9]([NH:11][C:12](=[O:23])[C:13]2[CH:18]=[CH:17][C:16]([C:19]([CH3:22])([CH3:21])[CH3:20])=[CH:15][CH:14]=2)=[S:10])=[CH:4][CH:3]=1.[C:24]([O:28][C:29]([NH:31][CH2:32][CH2:33][CH2:34][CH2:35][CH2:36][C:37](O)=[O:38])=[O:30])([CH3:27])([CH3:26])[CH3:25].F[P-](F)(F)(F)(F)F.Br[P+](N1CCCC1)(N1CCCC1)N1CCCC1.C(N(CC)C(C)C)(C)C. (4) Given the product [CH3:1][O:2][C:3]1[CH:4]=[C:5]([C:13]2[N:17]=[CH:16][N:15]([CH2:27][C:20](=[CH2:19])[C:21]([O:23][CH:24]([CH3:26])[CH3:25])=[O:22])[N:14]=2)[CH:6]=[C:7]([C:9]([F:12])([F:11])[F:10])[CH:8]=1, predict the reactants needed to synthesize it. The reactants are: [CH3:1][O:2][C:3]1[CH:4]=[C:5]([C:13]2[N:17]=[CH:16][NH:15][N:14]=2)[CH:6]=[C:7]([C:9]([F:12])([F:11])[F:10])[CH:8]=1.Br[CH2:19][C:20](=[CH2:27])[C:21]([O:23][CH:24]([CH3:26])[CH3:25])=[O:22]. (5) Given the product [CH3:1][O:2][C:3]1[CH:4]=[C:5]([CH:9]2[CH2:18][C:17]([CH3:20])([CH3:19])[C:16]3[C:11](=[CH:12][CH:13]=[C:14]([C:21]([OH:22])=[O:28])[CH:15]=3)[NH:10]2)[CH:6]=[CH:7][CH:8]=1, predict the reactants needed to synthesize it. The reactants are: [CH3:1][O:2][C:3]1[CH:4]=[C:5]([CH:9]2[CH2:18][C:17]([CH3:20])([CH3:19])[C:16]3[C:11](=[CH:12][CH:13]=[C:14]([C:21](NS(C)(=O)=O)=[O:22])[CH:15]=3)[NH:10]2)[CH:6]=[CH:7][CH:8]=1.[OH-:28].[Na+].O.Cl.